From a dataset of Catalyst prediction with 721,799 reactions and 888 catalyst types from USPTO. Predict which catalyst facilitates the given reaction. (1) Reactant: [CH2:1]([N:8]1[CH2:13][CH2:12][CH:11]([N:14]([CH2:24][CH:25]2OCCO2)[C:15]([C:17]2[NH:18][C:19]([CH3:23])=[C:20]([Cl:22])[CH:21]=2)=[O:16])[CH2:10][CH2:9]1)[C:2]1[CH:7]=[CH:6][CH:5]=[CH:4][CH:3]=1.[OH-].[Na+]. Product: [CH2:1]([N:8]1[CH2:13][CH2:12][CH:11]([N:14]2[CH:24]=[CH:25][C:21]3[C:20]([Cl:22])=[C:19]([CH3:23])[NH:18][C:17]=3[C:15]2=[O:16])[CH2:10][CH2:9]1)[C:2]1[CH:3]=[CH:4][CH:5]=[CH:6][CH:7]=1. The catalyst class is: 501. (2) Reactant: [Cl:1][C:2]1[CH:7]=[C:6]([F:8])[CH:5]=[C:4]([Cl:9])[C:3]=1[OH:10].C(=O)([O-])[O-].[K+].[K+].Br[CH2:18][C:19]([O:21]CC)=[O:20]. Product: [Cl:1][C:2]1[CH:7]=[C:6]([F:8])[CH:5]=[C:4]([Cl:9])[C:3]=1[O:10][CH2:18][C:19]([OH:21])=[O:20]. The catalyst class is: 21. (3) Reactant: [OH-].[Na+].C([O:5][C:6](=[O:18])[CH2:7][CH2:8][CH2:9][S:10][C:11]1[CH:16]=[CH:15][C:14]([CH3:17])=[CH:13][CH:12]=1)C. Product: [CH3:17][C:14]1[CH:13]=[CH:12][C:11]([S:10][CH2:9][CH2:8][CH2:7][C:6]([OH:18])=[O:5])=[CH:16][CH:15]=1. The catalyst class is: 5. (4) Product: [Cl:1][C:2]1[C:3]2[N:17]=[C:18]([NH:19][C:20]3[C:25]([Cl:26])=[CH:24][C:23]([Cl:27])=[CH:22][N:21]=3)[N:12]([CH2:13][CH2:14][CH2:15][OH:16])[C:4]=2[C:5]([C:6]([O:8][CH3:9])=[O:7])=[CH:10][CH:11]=1. Reactant: [Cl:1][C:2]1[CH:11]=[CH:10][C:5]([C:6]([O:8][CH3:9])=[O:7])=[C:4]([NH:12][CH2:13][CH2:14][CH2:15][OH:16])[C:3]=1[NH:17][C:18](=S)[NH:19][C:20]1[C:25]([Cl:26])=[CH:24][C:23]([Cl:27])=[CH:22][N:21]=1.Cl.C(N=C=NCCCN(C)C)C.C(N(CC)CC)C. The catalyst class is: 685.